The task is: Regression. Given two drug SMILES strings and cell line genomic features, predict the synergy score measuring deviation from expected non-interaction effect.. This data is from NCI-60 drug combinations with 297,098 pairs across 59 cell lines. (1) Drug 1: CN(C)C1=NC(=NC(=N1)N(C)C)N(C)C. Drug 2: CC1CCC2CC(C(=CC=CC=CC(CC(C(=O)C(C(C(=CC(C(=O)CC(OC(=O)C3CCCCN3C(=O)C(=O)C1(O2)O)C(C)CC4CCC(C(C4)OC)O)C)C)O)OC)C)C)C)OC. Cell line: SNB-75. Synergy scores: CSS=4.51, Synergy_ZIP=-4.42, Synergy_Bliss=-4.73, Synergy_Loewe=-16.8, Synergy_HSA=-6.21. (2) Drug 1: CC12CCC3C(C1CCC2O)C(CC4=C3C=CC(=C4)O)CCCCCCCCCS(=O)CCCC(C(F)(F)F)(F)F. Drug 2: N.N.Cl[Pt+2]Cl. Cell line: SR. Synergy scores: CSS=51.9, Synergy_ZIP=-2.56, Synergy_Bliss=-2.88, Synergy_Loewe=-11.0, Synergy_HSA=-0.623.